From a dataset of Catalyst prediction with 721,799 reactions and 888 catalyst types from USPTO. Predict which catalyst facilitates the given reaction. (1) Reactant: C[O:2][C:3](=[O:27])[CH2:4][C:5]1[C:9]2[C:10]([CH3:26])=[CH:11][C:12]([O:14][CH2:15][C:16]3[N:20]([CH3:21])[N:19]=[C:18]([C:22]([F:25])([F:24])[F:23])[CH:17]=3)=[CH:13][C:8]=2[S:7][CH:6]=1.CO.[OH-].[Na+]. Product: [CH3:26][C:10]1[C:9]2[C:5]([CH2:4][C:3]([OH:27])=[O:2])=[CH:6][S:7][C:8]=2[CH:13]=[C:12]([O:14][CH2:15][C:16]2[N:20]([CH3:21])[N:19]=[C:18]([C:22]([F:25])([F:23])[F:24])[CH:17]=2)[CH:11]=1. The catalyst class is: 1. (2) Reactant: P([O-])([O-])([O-])=O.[K+].[K+].[K+].COC(C)(C)C.[NH2:15][CH:16]([C:23]1[CH:28]=[CH:27][C:26]([F:29])=[CH:25][CH:24]=1)[CH2:17][C:18]([O:20]CC)=[O:19]. Product: [NH2:15][CH:16]([C:23]1[CH:24]=[CH:25][C:26]([F:29])=[CH:27][CH:28]=1)[CH2:17][C:18]([OH:20])=[O:19]. The catalyst class is: 21. (3) Reactant: [CH3:1][N:2]([CH3:14])[C:3]([C:5]1[CH:13]=[CH:12][C:8]([C:9]([OH:11])=O)=[CH:7][CH:6]=1)=[O:4].S(Cl)(Cl)=O.[NH2:19][C@H:20]1[CH2:25][C:24]2[C:26]([N:30]3[CH2:35][CH2:34][N:33]([CH3:36])[CH2:32][CH2:31]3)=[CH:27][CH:28]=[CH:29][C:23]=2[O:22][CH2:21]1.C(N(CC)CC)C. Product: [CH3:36][N:33]1[CH2:34][CH2:35][N:30]([C:26]2[C:24]3[CH2:25][C@H:20]([NH:19][C:9](=[O:11])[C:8]4[CH:7]=[CH:6][C:5]([C:3]([N:2]([CH3:1])[CH3:14])=[O:4])=[CH:13][CH:12]=4)[CH2:21][O:22][C:23]=3[CH:29]=[CH:28][CH:27]=2)[CH2:31][CH2:32]1. The catalyst class is: 2. (4) Reactant: [NH2:1][C:2]1[CH:3]=[C:4]([C:12]([O:14][CH3:15])=[O:13])[CH:5]=[C:6]([CH:11]=1)[C:7]([O:9][CH3:10])=[O:8].N1C=CC=CC=1.[CH3:22][S:23](Cl)(=[O:25])=[O:24]. Product: [CH3:22][S:23]([NH:1][C:2]1[CH:11]=[C:6]([C:7]([O:9][CH3:10])=[O:8])[CH:5]=[C:4]([CH:3]=1)[C:12]([O:14][CH3:15])=[O:13])(=[O:25])=[O:24]. The catalyst class is: 4. (5) Reactant: [OH:1][CH2:2][CH:3]1[CH2:10][CH:9]2[CH2:11][CH:5]([CH2:6][N:7](C(OC(C)(C)C)=O)[CH2:8]2)[CH2:4]1.[ClH:19].C(OCC)(=O)C. Product: [ClH:19].[CH:9]12[CH2:11][CH:5]([CH2:4][CH:3]([CH2:2][OH:1])[CH2:10]1)[CH2:6][NH:7][CH2:8]2. The catalyst class is: 5. (6) Reactant: [CH2:1]([O:3][C:4]([C:6]1[C:7]2[CH2:8][C@H:9]3[CH2:14][C@H:10]3[C:11]=2[NH:12][N:13]=1)=[O:5])[CH3:2].I[C:16]1[CH:21]=[CH:20][C:19]([O:22][CH3:23])=[CH:18][N:17]=1.N1CCCC1C(O)=O.C(=O)([O-])[O-].[K+].[K+]. Product: [CH2:1]([O:3][C:4]([C:6]1[C:7]2[CH2:8][C@H:9]3[CH2:14][C@H:10]3[C:11]=2[N:12]([C:16]2[CH:21]=[CH:20][C:19]([O:22][CH3:23])=[CH:18][N:17]=2)[N:13]=1)=[O:5])[CH3:2]. The catalyst class is: 205. (7) Reactant: C([NH:8][CH:9]1[C@:16]([CH3:18])([OH:17])[C:13]2([CH2:15][CH2:14]2)[O:12][C@@H:11]([C:19]2[CH:24]=[CH:23][N:22]=[CH:21][C:20]=2[N+:25]([O-])=O)[CH2:10]1)C1C=CC=CC=1.[CH3:28][C:29]([O:32][C:33](O[C:36]([O:38][C:39]([CH3:42])([CH3:41])[CH3:40])=[O:37])=[O:34])([CH3:31])[CH3:30]. Product: [NH2:25][C:20]1[CH:21]=[N:22][CH:23]=[CH:24][C:19]=1[C@H:11]1[CH2:10][C@H:9]([NH:8][C:33](=[O:34])[O:32][C:29]([CH3:31])([CH3:30])[CH3:28])[C@@:16]([OH:17])([CH3:18])[C:13]2([CH2:14][CH2:15]2)[O:12]1.[NH2:25][C:20]1[CH:21]=[N:22][CH:23]=[CH:24][C:19]=1[C@@H:11]1[CH2:10][C@H:9]([NH:8][C:36](=[O:37])[O:38][C:39]([CH3:40])([CH3:41])[CH3:42])[C@:16]([OH:17])([CH3:18])[C:13]2([CH2:15][CH2:14]2)[O:12]1.[NH2:25][C:20]1[CH:21]=[N:22][CH:23]=[CH:24][C:19]=1[C@@H:11]1[CH2:10][C@@H:9]([NH:8][C:33](=[O:34])[O:32][C:29]([CH3:31])([CH3:30])[CH3:28])[C@:16]([OH:17])([CH3:18])[C:13]2([CH2:14][CH2:15]2)[O:12]1.[NH2:25][C:20]1[CH:21]=[N:22][CH:23]=[CH:24][C:19]=1[C@H:11]1[CH2:10][C@@H:9]([NH:8][C:33](=[O:34])[O:32][C:29]([CH3:31])([CH3:30])[CH3:28])[C@@:16]([OH:17])([CH3:18])[C:13]2([CH2:14][CH2:15]2)[O:12]1. The catalyst class is: 5. (8) Reactant: [C:1]([CH2:6][C:7]([O:9][CH2:10][CH3:11])=[O:8])(=[O:5])[CH:2]([CH3:4])[CH3:3].S(Cl)([Cl:15])(=O)=O. Product: [Cl:15][C:2]([CH3:4])([CH3:3])[C:1]([CH2:6][C:7]([O:9][CH2:10][CH3:11])=[O:8])=[O:5]. The catalyst class is: 4. (9) Reactant: [CH3:1][S:2]([C:5]1[CH:14]=[C:13]2[C:8]([CH2:9][CH2:10][CH2:11][N:12]2[C:15]2[C:19]3[CH2:20][N:21]([C:24]([O:26][C:27]([CH3:30])([CH3:29])[CH3:28])=[O:25])[CH2:22][CH2:23][C:18]=3[N:17]([CH:31]3[CH2:36][CH2:35][O:34][CH2:33][CH2:32]3)[N:16]=2)=[CH:7][CH:6]=1)(=[O:4])=[O:3].[Br:37]N1C(=O)CCC1=O.O. Product: [Br:37][C:6]1[CH:7]=[C:8]2[C:13](=[CH:14][C:5]=1[S:2]([CH3:1])(=[O:4])=[O:3])[N:12]([C:15]1[C:19]3[CH2:20][N:21]([C:24]([O:26][C:27]([CH3:30])([CH3:28])[CH3:29])=[O:25])[CH2:22][CH2:23][C:18]=3[N:17]([CH:31]3[CH2:36][CH2:35][O:34][CH2:33][CH2:32]3)[N:16]=1)[CH2:11][CH2:10][CH2:9]2. The catalyst class is: 2. (10) Product: [CH2:1]([C:3]1[N:8]([C:9]2[CH:10]=[CH:11][C:12]([O:15][CH:16]3[CH2:20][CH2:19][C:18](=[O:21])[CH2:17]3)=[CH:13][CH:14]=2)[C:7](=[O:22])[C:6]([CH2:23][C:24]2[CH:29]=[CH:28][C:27]([C:30]3[CH:35]=[CH:34][CH:33]=[CH:32][C:31]=3[C:36]3[NH:40][C:39](=[O:41])[O:38][N:37]=3)=[CH:26][CH:25]=2)=[C:5]([CH2:42][CH2:43][CH3:44])[N:4]=1)[CH3:2]. The catalyst class is: 96. Reactant: [CH2:1]([C:3]1[N:8]([C:9]2[CH:14]=[CH:13][C:12]([O:15][CH:16]3[CH2:20][CH2:19][CH:18]([OH:21])[CH2:17]3)=[CH:11][CH:10]=2)[C:7](=[O:22])[C:6]([CH2:23][C:24]2[CH:29]=[CH:28][C:27]([C:30]3[CH:35]=[CH:34][CH:33]=[CH:32][C:31]=3[C:36]3[NH:40][C:39](=[O:41])[O:38][N:37]=3)=[CH:26][CH:25]=2)=[C:5]([CH2:42][CH2:43][CH3:44])[N:4]=1)[CH3:2].CC(OI1(OC(C)=O)(OC(C)=O)OC(=O)C2C1=CC=CC=2)=O.